Dataset: Full USPTO retrosynthesis dataset with 1.9M reactions from patents (1976-2016). Task: Predict the reactants needed to synthesize the given product. (1) The reactants are: [Cl:1][C:2]1[CH:3]=[C:4]([CH:8]=[C:9]([Cl:11])[N:10]=1)[C:5](O)=[O:6].C(Cl)(C(Cl)=O)=O.[CH3:18][NH:19][O:20][CH3:21].N1C=CC=CC=1. Given the product [Cl:1][C:2]1[CH:3]=[C:4]([CH:8]=[C:9]([Cl:11])[N:10]=1)[C:5]([N:19]([O:20][CH3:21])[CH3:18])=[O:6], predict the reactants needed to synthesize it. (2) Given the product [Br:10][C:5]1[N:4]=[C:3]([C:8]#[N:9])[C:2]([OH:1])=[CH:7][CH:6]=1, predict the reactants needed to synthesize it. The reactants are: [OH:1][C:2]1[C:3]([C:8]#[N:9])=[N:4][CH:5]=[CH:6][CH:7]=1.[Br:10]N1C(=O)CCC1=O. (3) Given the product [CH2:1]1[C:9]2[C:4](=[CH:5][CH:6]=[CH:7][CH:8]=2)[CH:3]=[C:2]1[N:11]1[CH2:15][CH2:14][CH2:13][CH2:12]1, predict the reactants needed to synthesize it. The reactants are: [CH2:1]1[C:9]2[C:4](=[CH:5][CH:6]=[CH:7][CH:8]=2)[CH2:3][C:2]1=O.[NH:11]1[CH2:15][CH2:14][CH2:13][CH2:12]1.O. (4) Given the product [F:1][C:2]1[CH:3]=[CH:4][C:5]([C:8]2[C:13]([C:14]3[CH:15]=[C:16]4[C:20](=[CH:21][CH:22]=3)[NH:19][N:18]=[CH:17]4)=[CH:12][CH:11]=[CH:10][N:9]=2)=[N:6][CH:7]=1, predict the reactants needed to synthesize it. The reactants are: [F:1][C:2]1[CH:3]=[CH:4][C:5]([C:8]2[C:13]([C:14]3[CH:15]=[C:16]4[C:20](=[CH:21][CH:22]=3)[N:19](COCC[Si](C)(C)C)[N:18]=[CH:17]4)=[CH:12][CH:11]=[CH:10][N:9]=2)=[N:6][CH:7]=1.FC(F)C1N=C(C2C(C3C=C4C(=CC=3)NN=C4)=CC=CN=2)C=CC=1. (5) Given the product [CH3:1][C:2]1([CH3:14])[C:6]([CH3:7])([CH3:8])[O:5][B:4]([C:9]2[CH:13]=[N:12][N:11]([CH2:16][C:17]([O:19][C:20]([CH3:23])([CH3:22])[CH3:21])=[O:18])[CH:10]=2)[O:3]1, predict the reactants needed to synthesize it. The reactants are: [CH3:1][C:2]1([CH3:14])[C:6]([CH3:8])([CH3:7])[O:5][B:4]([C:9]2[CH:10]=[N:11][NH:12][CH:13]=2)[O:3]1.Br[CH2:16][C:17]([O:19][C:20]([CH3:23])([CH3:22])[CH3:21])=[O:18].C(=O)([O-])[O-].[Cs+].[Cs+]. (6) Given the product [Cl:24][C:25]1[N:30]=[CH:29][N:28]=[C:27]([NH:31][C:32]2[CH:37]=[CH:36][C:35]([N:38]3[CH2:43][CH2:42][N:41]([C:44]([O:46][C:47]([CH3:48])([CH3:50])[CH3:49])=[O:45])[CH2:40][C@@H:39]3[CH3:51])=[C:34]([O:52][CH3:53])[CH:33]=2)[N:26]=1, predict the reactants needed to synthesize it. The reactants are: C(OC(N1CCN(C2C=CC(N)=CC=2OC)[C@@H](C)C1)=O)(C)(C)C.[Cl:24][C:25]1[N:30]=[CH:29][N:28]=[C:27]([NH:31][C:32]2[CH:37]=[CH:36][C:35]([N:38]3[CH2:43][CH2:42][N:41]([C:44]([O:46][C:47]([CH3:50])([CH3:49])[CH3:48])=[O:45])[CH2:40][C@@H:39]3[CH3:51])=[C:34]([O:52][CH3:53])[CH:33]=2)[N:26]=1.C(N(CC)C(C)C)(C)C.ClC1N=C(Cl)N=CN=1.N1C=CC=NN=1.